This data is from Peptide-MHC class I binding affinity with 185,985 pairs from IEDB/IMGT. The task is: Regression. Given a peptide amino acid sequence and an MHC pseudo amino acid sequence, predict their binding affinity value. This is MHC class I binding data. (1) The peptide sequence is HPLARTAKV. The MHC is HLA-B27:03 with pseudo-sequence HLA-B27:03. The binding affinity (normalized) is 0.0847. (2) The peptide sequence is KLRNWQWWRL. The MHC is HLA-A02:01 with pseudo-sequence HLA-A02:01. The binding affinity (normalized) is 0.628.